From a dataset of Full USPTO retrosynthesis dataset with 1.9M reactions from patents (1976-2016). Predict the reactants needed to synthesize the given product. (1) Given the product [CH3:14][O:15][C:16]1[C:36]([O:37][CH3:38])=[CH:35][C:19]([CH2:20][O:21][C:22]([N:24]([CH3:34])[C@@H:25]([CH2:29][S:30][S:31][CH2:32][CH3:33])[C:26]([O:28][CH2:2][C:3]#[N:4])=[O:27])=[O:23])=[C:18]([N+:39]([O-:41])=[O:40])[CH:17]=1, predict the reactants needed to synthesize it. The reactants are: Br[CH2:2][C:3]#[N:4].C(N(C(C)C)C(C)C)C.[CH3:14][O:15][C:16]1[C:36]([O:37][CH3:38])=[CH:35][C:19]([CH2:20][O:21][C:22]([N:24]([CH3:34])[C@@H:25]([CH2:29][S:30][S:31][CH2:32][CH3:33])[C:26]([OH:28])=[O:27])=[O:23])=[C:18]([N+:39]([O-:41])=[O:40])[CH:17]=1.[Cl-].[NH4+]. (2) Given the product [C:13]([O:17][C:18](=[O:47])[N:19]([C:28]1[S:29][C@:30]2([S:43]([CH3:46])(=[O:44])=[O:45])[C@H:31]([C@:32]([C:35]3[CH:40]=[CH:39][CH:38]=[C:37]([F:41])[C:36]=3[F:42])([CH3:34])[N:33]=1)[CH2:1]2)[CH2:20][O:21][CH2:22][CH2:23][Si:24]([CH3:27])([CH3:26])[CH3:25])([CH3:16])([CH3:14])[CH3:15], predict the reactants needed to synthesize it. The reactants are: [CH3:1]C(C)([O-])C.[K+].[I-].C[S+](C)(C)=O.[C:13]([O:17][C:18](=[O:47])[N:19]([C:28]1[S:29][C:30]([S:43]([CH3:46])(=[O:45])=[O:44])=[CH:31][C@:32]([C:35]2[CH:40]=[CH:39][CH:38]=[C:37]([F:41])[C:36]=2[F:42])([CH3:34])[N:33]=1)[CH2:20][O:21][CH2:22][CH2:23][Si:24]([CH3:27])([CH3:26])[CH3:25])([CH3:16])([CH3:15])[CH3:14]. (3) Given the product [CH3:15][O:1][C:2]1[CH:3]=[C:4]([NH:9][C:10](=[O:14])[CH:11]([CH3:12])[CH3:13])[CH:5]=[CH:6][C:7]=1[CH3:8], predict the reactants needed to synthesize it. The reactants are: [OH:1][C:2]1[CH:3]=[C:4]([NH:9][C:10](=[O:14])[CH:11]([CH3:13])[CH3:12])[CH:5]=[CH:6][C:7]=1[CH3:8].[C:15](=O)([O-])[O-].[K+].[K+].CI. (4) Given the product [Cl:29][C:3]1[CH:2]=[CH:27][C:6]([O:7][C:8]2[CH:13]=[CH:12][C:11]([C:14]3[N:19]=[C:18]([C:20]([NH2:22])=[O:21])[CH:17]=[C:16]([C@@H:23]([OH:26])[CH2:24][OH:25])[N:15]=3)=[CH:10][CH:9]=2)=[C:5]([F:28])[CH:4]=1.[Cl:29][C:30]1[CH:51]=[CH:50][C:33]([O:34][C:35]2[CH:36]=[CH:37][C:38]([CH:41]3[BH:45][C:44]([CH3:46])([CH3:47])[C:43]([CH3:48])([CH3:49])[O:42]3)=[CH:39][CH:40]=2)=[C:32]([F:52])[CH:31]=1, predict the reactants needed to synthesize it. The reactants are: Cl[C:2]1[CH:3]=[CH:4][C:5]([F:28])=[C:6]([CH:27]=1)[O:7][C:8]1[CH:13]=[CH:12][C:11]([C:14]2[N:19]=[C:18]([C:20]([NH2:22])=[O:21])[CH:17]=[C:16]([C@@H:23]([OH:26])[CH2:24][OH:25])[N:15]=2)=[CH:10][CH:9]=1.[Cl:29][C:30]1[CH:51]=[CH:50][C:33]([O:34][C:35]2[CH:40]=[CH:39][C:38]([CH:41]3[BH:45][C:44]([CH3:47])([CH3:46])[C:43]([CH3:49])([CH3:48])[O:42]3)=[CH:37][CH:36]=2)=[C:32]([F:52])[CH:31]=1.